This data is from Full USPTO retrosynthesis dataset with 1.9M reactions from patents (1976-2016). The task is: Predict the reactants needed to synthesize the given product. (1) Given the product [N:3]1[CH:4]=[CH:5][N:6]=[CH:7][C:2]=1[C:8]#[C:9][CH2:10][CH3:11], predict the reactants needed to synthesize it. The reactants are: Cl[C:2]1[CH:7]=[N:6][CH:5]=[CH:4][N:3]=1.[CH2:8](O)[CH2:9][C:10]#[CH:11]. (2) The reactants are: [F:1][C:2]1[CH:7]=[CH:6][C:5]([N:8]2[C:12]([C:13]3[CH:23]=[CH:22][C:16]4[O:17][CH2:18][C:19](=[O:21])[NH:20][C:15]=4[CH:14]=3)=[CH:11][CH:10]=[N:9]2)=[CH:4][CH:3]=1.C1C(=O)N([Cl:31])C(=O)C1. Given the product [Cl:31][C:11]1[CH:10]=[N:9][N:8]([C:5]2[CH:6]=[CH:7][C:2]([F:1])=[CH:3][CH:4]=2)[C:12]=1[C:13]1[CH:23]=[CH:22][C:16]2[O:17][CH2:18][C:19](=[O:21])[NH:20][C:15]=2[CH:14]=1, predict the reactants needed to synthesize it. (3) The reactants are: [CH2:1]([N:8]1[CH2:13][C:12]([F:15])([F:14])[C:11]([OH:16])=[C:10](C(OCC)=O)[CH2:9]1)[C:2]1[CH:7]=[CH:6][CH:5]=[CH:4][CH:3]=1.[Li+].[Cl-].CS(C)=O. Given the product [CH2:1]([N:8]1[CH2:9][CH2:10][C:11](=[O:16])[C:12]([F:15])([F:14])[CH2:13]1)[C:2]1[CH:3]=[CH:4][CH:5]=[CH:6][CH:7]=1, predict the reactants needed to synthesize it. (4) Given the product [O:1]=[C:2]1[C:10]2[C:5](=[CH:6][CH:7]=[CH:8][CH:9]=2)[C:4](=[O:11])[N:3]1[CH2:12][CH2:13][C@H:14]([C@@H:18]([OH:35])[CH2:19][CH2:20][C:21]1[CH:26]=[CH:25][C:24]([C:27]2[CH:32]=[CH:31][C:30]([CH3:33])=[C:29]([F:34])[CH:28]=2)=[CH:23][CH:22]=1)[C:15]([OH:17])=[O:16], predict the reactants needed to synthesize it. The reactants are: [O:1]=[C:2]1[C:10]2[C:5](=[CH:6][CH:7]=[CH:8][CH:9]=2)[C:4](=[O:11])[N:3]1[CH2:12][CH2:13][C@H:14]([C@@H:18]([O:35]C=O)[CH2:19][CH2:20][C:21]1[CH:26]=[CH:25][C:24]([C:27]2[CH:32]=[CH:31][C:30]([CH3:33])=[C:29]([F:34])[CH:28]=2)=[CH:23][CH:22]=1)[C:15]([OH:17])=[O:16].C(=O)([O-])[O-].[K+].[K+].S([O-])(O)(=O)=O.[Na+]. (5) Given the product [C:2](=[O:3])([O:15][CH2:14][CH:12]1[O:13][CH2:11]1)[O:4][C:5]1[CH:10]=[CH:9][CH:8]=[CH:7][CH:6]=1, predict the reactants needed to synthesize it. The reactants are: Cl[C:2]([O:4][C:5]1[CH:10]=[CH:9][CH:8]=[CH:7][CH:6]=1)=[O:3].[CH2:11]1[O:13][CH:12]1[CH2:14][OH:15].C(N(CC)CC)C. (6) Given the product [Cl:8][C:4]1[N:2]([CH3:3])[N:14]=[C:13]([CH:12]([F:20])[F:11])[C:17]=1[CH:16]=[O:18], predict the reactants needed to synthesize it. The reactants are: C[N:2]([CH:4]=O)[CH3:3].O=P(Cl)(Cl)[Cl:8].[F:11][CH:12]([F:20])[C:13]1[CH:17]=[C:16]([OH:18])N(C)[N:14]=1.C(=O)([O-])[O-].[K+].[K+].